Predict the reactants needed to synthesize the given product. From a dataset of Full USPTO retrosynthesis dataset with 1.9M reactions from patents (1976-2016). (1) Given the product [C@@H:6]1([C@@:6]2([O:44][CH2:45][CH2:46][O:47][CH2:48][CH2:49][O:50][CH2:51][CH2:52][O:53][CH2:54][C:55]#[CH:56])[O:7][C@H:8]([CH2:39][OH:40])[C@@H:9]([OH:15])[C@H:10]([OH:11])[C@H:5]2[OH:4])[O:7][C@H:8]([CH2:39][OH:40])[C@H:9]([OH:15])[C@H:10]([OH:11])[C@H:57]1[OH:58], predict the reactants needed to synthesize it. The reactants are: C([O:4][C@@H:5]1[C@@H:10]([O:11]C(=O)C)[C@H:9]([O:15][C@@H]2O[C@H](COC(=O)C)[C@H](OC(=O)C)[C@H](OC(=O)C)[C@H]2OC(=O)C)[C@@H:8]([CH2:39][O:40]C(=O)C)[O:7][C@H:6]1[O:44][CH2:45][CH2:46][O:47][CH2:48][CH2:49][O:50][CH2:51][CH2:52][O:53][CH2:54][C:55]#[CH:56])(=O)C.[CH3:57][O-:58].[Na+]. (2) Given the product [CH3:10][C:9]1[CH:8]=[CH:7][C:6]([C:24]2([CH2:23][S:20]([C:14]3[CH:19]=[CH:18][CH:17]=[CH:16][CH:15]=3)(=[O:22])=[O:21])[CH2:27][O:26][CH2:25]2)=[CH:5][C:4]=1[OH:3], predict the reactants needed to synthesize it. The reactants are: [OH-].[K+].[OH:3][C:4]1[CH:5]=[C:6](B(O)O)[CH:7]=[CH:8][C:9]=1[CH3:10].[C:14]1([S:20]([CH:23]=[C:24]2[CH2:27][O:26][CH2:25]2)(=[O:22])=[O:21])[CH:19]=[CH:18][CH:17]=[CH:16][CH:15]=1. (3) Given the product [Br:18][C:15]1[CH:16]=[CH:17][C:12]([C:9]2[CH2:8][CH:7]([CH2:6][C:22]#[N:23])[O:11][N:10]=2)=[CH:13][CH:14]=1, predict the reactants needed to synthesize it. The reactants are: CS(O[CH2:6][CH:7]1[O:11][N:10]=[C:9]([C:12]2[CH:17]=[CH:16][C:15]([Br:18])=[CH:14][CH:13]=2)[CH2:8]1)(=O)=O.[C-]#N.[Na+].[CH3:22][N:23](C)C=O. (4) Given the product [Cl:1][C:2]1[CH:7]=[CH:6][CH:5]=[CH:4][C:3]=1[C:8]1[NH:9][C:10]2[C:15]([CH:16]=1)=[CH:14][C:13]([C:17]1[CH:25]=[CH:24][C:20]([C:21]([NH:31][CH3:30])=[O:23])=[CH:19][C:18]=1[CH3:26])=[CH:12][CH:11]=2, predict the reactants needed to synthesize it. The reactants are: [Cl:1][C:2]1[CH:7]=[CH:6][CH:5]=[CH:4][C:3]=1[C:8]1[NH:9][C:10]2[C:15]([CH:16]=1)=[CH:14][C:13]([C:17]1[CH:25]=[CH:24][C:20]([C:21]([OH:23])=O)=[CH:19][C:18]=1[CH3:26])=[CH:12][CH:11]=2.Cl.CN.[CH3:30][N:31](C(ON1N=NC2C=CC=CC1=2)=[N+](C)C)C.F[P-](F)(F)(F)(F)F.CCN(C(C)C)C(C)C. (5) The reactants are: [O:1]=[C:2]1[C@@H:8]([NH:9]C(=O)OCC2C=CC=CC=2)[CH2:7][CH2:6][S:5][C@H:4]2[CH2:20][CH2:21][C@H:22](C(F)(F)F)[CH2:23][N:3]12.NC([C:35]([F:38])([F:37])[F:36])CCCCO.N[C@H]1CCS[C@H]2CC[C@H](C(F)(F)F)CN2C1=O. Given the product [NH2:9][C@H:8]1[CH2:7][CH2:6][S:5][C@H:4]2[CH2:20][CH2:21][CH2:22][C@H:23]([C:35]([F:38])([F:37])[F:36])[N:3]2[C:2]1=[O:1], predict the reactants needed to synthesize it. (6) Given the product [Br:1][C:2]1[CH:3]=[CH:4][C:5]([C:8]2[N:12]=[N:13][NH:14][N:9]=2)=[N:6][CH:7]=1, predict the reactants needed to synthesize it. The reactants are: [Br:1][C:2]1[CH:3]=[CH:4][C:5]([C:8]#[N:9])=[N:6][CH:7]=1.[NH4+].[Cl-].[N-:12]=[N+:13]=[N-:14].[Na+].Cl.